This data is from Full USPTO retrosynthesis dataset with 1.9M reactions from patents (1976-2016). The task is: Predict the reactants needed to synthesize the given product. (1) The reactants are: [NH2:1][C:2]1[N:3]=[CH:4][S:5][C:6]=1[C:7]([NH:9][C:10]1[CH:23]=[CH:22][C:13]2[O:14][C:15]([F:21])([F:20])[C:16]([F:19])([F:18])[O:17][C:12]=2[CH:11]=1)=[O:8].NC1N=CSC=1C(NC1C=CC2OC(F)(F)OC=2C=1)=O.Cl[CH2:45][C:46]1[CH:51]=[CH:50][N:49]=[C:48]([NH:52][S:53]([CH3:56])(=[O:55])=[O:54])[CH:47]=1.CS(OCC1C=CN=C(C(NC)=O)C=1)(=O)=O. Given the product [CH3:56][S:53]([NH:52][C:48]1[CH:47]=[C:46]([CH2:45][NH:1][C:2]2[N:3]=[CH:4][S:5][C:6]=2[C:7]([NH:9][C:10]2[CH:23]=[CH:22][C:13]3[O:14][C:15]([F:21])([F:20])[C:16]([F:18])([F:19])[O:17][C:12]=3[CH:11]=2)=[O:8])[CH:51]=[CH:50][N:49]=1)(=[O:54])=[O:55], predict the reactants needed to synthesize it. (2) The reactants are: O=[C:2]1[CH2:7][CH2:6][CH:5]([C:8]([O:10]CC)=[O:9])[CH2:4][CH2:3]1.[OH-].[Na+].C(OP([CH2:23][C:24]([O:26][CH2:27][CH3:28])=[O:25])(OCC)=O)C.[O-]CC.[Na+].C(O)C.C([O-])=O.[NH4+]. Given the product [CH2:27]([O:26][C:24]([CH2:23][C@H:2]1[CH2:3][CH2:4][C@H:5]([C:8]([OH:10])=[O:9])[CH2:6][CH2:7]1)=[O:25])[CH3:28], predict the reactants needed to synthesize it. (3) Given the product [Cl:1][C:2]1[CH:7]=[CH:6][C:5]([C:24]#[C:23][CH2:22][OH:25])=[CH:4][CH:3]=1, predict the reactants needed to synthesize it. The reactants are: [Cl:1][C:2]1[CH:7]=[CH:6][C:5](I)=[CH:4][CH:3]=1.CCOC(C)=O.CCN(CC)CC.[CH2:22]([OH:25])[C:23]#[CH:24]. (4) The reactants are: [Cl:1][C:2]1[CH:3]=[N:4][CH:5]=[C:6]([Cl:20])[C:7]=1[S:8][C:9]1[S:13][C:12]([C:14](Cl)=[O:15])=[CH:11][C:10]=1[N+:17]([O-:19])=[O:18].[Br:21][C:22]1[CH:28]=[CH:27][C:25]([NH2:26])=[CH:24][CH:23]=1. Given the product [Br:21][C:22]1[CH:28]=[CH:27][C:25]([NH:26][C:14]([C:12]2[S:13][C:9]([S:8][C:7]3[C:2]([Cl:1])=[CH:3][N:4]=[CH:5][C:6]=3[Cl:20])=[C:10]([N+:17]([O-:19])=[O:18])[CH:11]=2)=[O:15])=[CH:24][CH:23]=1, predict the reactants needed to synthesize it.